From a dataset of Catalyst prediction with 721,799 reactions and 888 catalyst types from USPTO. Predict which catalyst facilitates the given reaction. (1) Reactant: [Cl:1][C:2]1[CH:3]=[C:4]([CH2:9][C:10]([C:12]2[CH:17]=[CH:16][CH:15]=[CH:14][CH:13]=2)=[O:11])[CH:5]=[CH:6][C:7]=1[Cl:8]. Product: [Cl:1][C:2]1[CH:3]=[C:4]([C:9]2[C:10](=[O:11])[C:12]([CH3:17])=[CH:13][O:11][C:10]=2[C:12]2[CH:13]=[CH:14][CH:15]=[CH:16][CH:17]=2)[CH:5]=[CH:6][C:7]=1[Cl:8]. The catalyst class is: 15. (2) Reactant: C(O)(C(F)(F)F)=O.[CH:8]1([N:13]2[C:22]3[N:21]=[C:20]([C:23]4[CH:28]=[CH:27][N:26]=[CH:25][C:24]=4[NH:29]C(=O)OC(C)(C)C)[N:19]=[CH:18][C:17]=3[N:16]([CH3:37])[C:15](=[O:38])[C@H:14]2[CH2:39][CH3:40])[CH2:12][CH2:11][CH2:10][CH2:9]1. Product: [NH2:29][C:24]1[CH:25]=[N:26][CH:27]=[CH:28][C:23]=1[C:20]1[N:19]=[CH:18][C:17]2[N:16]([CH3:37])[C:15](=[O:38])[C@@H:14]([CH2:39][CH3:40])[N:13]([CH:8]3[CH2:12][CH2:11][CH2:10][CH2:9]3)[C:22]=2[N:21]=1. The catalyst class is: 2.